This data is from Full USPTO retrosynthesis dataset with 1.9M reactions from patents (1976-2016). The task is: Predict the reactants needed to synthesize the given product. (1) Given the product [O:16]1[CH2:17][CH2:18][CH2:19][CH2:20][CH:15]1[O:14][CH:3]([C:4]1[CH:5]=[CH:6][C:7]([C:10]([CH3:13])([CH3:12])[CH3:11])=[CH:8][CH:9]=1)[CH2:2][O:1][C:24]1[C:33]2[C:28](=[CH:29][CH:30]=[CH:31][CH:32]=2)[N:27]=[CH:26][N:25]=1, predict the reactants needed to synthesize it. The reactants are: [OH:1][CH2:2][CH:3]([O:14][CH:15]1[CH2:20][CH2:19][CH2:18][CH2:17][O:16]1)[C:4]1[CH:9]=[CH:8][C:7]([C:10]([CH3:13])([CH3:12])[CH3:11])=[CH:6][CH:5]=1.[H-].[Na+].Cl[C:24]1[C:33]2[C:28](=[CH:29][CH:30]=[CH:31][CH:32]=2)[N:27]=[CH:26][N:25]=1.O. (2) Given the product [Br:1][C:2]1[C:10]2[C:5](=[C:6]([F:21])[N:7]=[CH:8][CH:9]=2)[S:4][CH:3]=1, predict the reactants needed to synthesize it. The reactants are: [Br:1][C:2]1[C:10]2[C:5](=[C:6](N)[N:7]=[CH:8][CH:9]=2)[S:4][CH:3]=1.N([O-])=O.[Na+].C(=O)(O)[O-].[Na+].[FH:21].N1C=CC=CC=1. (3) Given the product [CH:10]1([O:9][C:5]2[CH:4]=[C:3]([CH:8]=[CH:7][CH:6]=2)[C:1]#[N:2])[CH2:12][CH2:11]1, predict the reactants needed to synthesize it. The reactants are: [C:1]([C:3]1[CH:4]=[C:5]([OH:9])[CH:6]=[CH:7][CH:8]=1)#[N:2].[CH:10]1(Br)[CH2:12][CH2:11]1.N12CCCN=C1CCCCC2. (4) Given the product [Cl:1][C:2]1[C:3]([NH:17][C:18]2[CH:19]=[CH:20][C:21]([N:29]3[CH2:34][CH2:33][N:32]([CH3:35])[CH2:31][CH2:30]3)=[C:22]3[C:26]=2[C:25](=[O:27])[N:24]([CH3:28])[CH2:23]3)=[N:4][C:5]([NH:8][C:9]2[CH:14]=[CH:13][CH:12]=[CH:11][C:10]=2[O:15][CH3:16])=[N:6][CH:7]=1, predict the reactants needed to synthesize it. The reactants are: [Cl:1][C:2]1[C:3]([NH:17][C:18]2[CH:19]=[CH:20][C:21]([N:29]3[CH2:34][CH2:33][NH:32][CH2:31][CH2:30]3)=[C:22]3[C:26]=2[C:25](=[O:27])[N:24]([CH3:28])[CH2:23]3)=[N:4][C:5]([NH:8][C:9]2[CH:14]=[CH:13][CH:12]=[CH:11][C:10]=2[O:15][CH3:16])=[N:6][CH:7]=1.[CH2:35]=O.[OH-].[Na+]. (5) Given the product [CH:5]1([NH:8][C:9](=[O:34])[NH:10][C:11]2[CH:16]=[CH:15][C:14]([C:17]3[CH:25]=[C:24]4[C:20]([CH2:21][N:22]([C@@H:27]([CH:31]([CH3:32])[CH3:33])[C:28]([OH:30])=[O:29])[C:23]4=[O:26])=[CH:19][CH:18]=3)=[CH:13][CH:12]=2)[CH2:6][CH2:7][CH2:2][CH2:3][CH2:4]1, predict the reactants needed to synthesize it. The reactants are: F[C:2]1[CH:7]=[CH:6][C:5]([NH:8][C:9](=[O:34])[NH:10][C:11]2[CH:16]=[CH:15][C:14]([C:17]3[CH:25]=[C:24]4[C:20]([CH2:21][N:22]([C@@H:27]([CH:31]([CH3:33])[CH3:32])[C:28]([OH:30])=[O:29])[C:23]4=[O:26])=[CH:19][CH:18]=3)=[CH:13][CH:12]=2)=[CH:4][CH:3]=1.C1(NC(=O)NC2C=CC(C3C=C4C(CN([C@@H](C(C)C)C(OC)=O)C4=O)=CC=3)=CC=2)CCCCC1.